From a dataset of Catalyst prediction with 721,799 reactions and 888 catalyst types from USPTO. Predict which catalyst facilitates the given reaction. (1) Reactant: [NH:1]1[CH2:6][CH2:5][O:4][CH2:3][CH2:2]1.C(N(C(C)C)CC)(C)C.Cl[C:17]1[O:18][C:19]2[C:20](=[C:22]([C:34]#[N:35])[C:23]([CH3:33])=[C:24]([C:27]3[CH:32]=[CH:31][CH:30]=[CH:29][CH:28]=3)[C:25]=2[F:26])[N:21]=1. Product: [F:26][C:25]1[C:24]([C:27]2[CH:32]=[CH:31][CH:30]=[CH:29][CH:28]=2)=[C:23]([CH3:33])[C:22]([C:34]#[N:35])=[C:20]2[C:19]=1[O:18][C:17]([N:1]1[CH2:6][CH2:5][O:4][CH2:3][CH2:2]1)=[N:21]2. The catalyst class is: 4. (2) Reactant: [C:1]([O:9][CH2:10][CH3:11])(=[O:8])[CH2:2][C:3]([O:5][CH2:6][CH3:7])=[O:4].[H-].[Na+].[H][H].Cl[C:17]1[CH:22]=[CH:21][C:20]([N+:23]([O-:25])=[O:24])=[CH:19][N:18]=1. Product: [N+:23]([C:20]1[CH:21]=[CH:22][C:17]([CH:2]([C:3]([O:5][CH2:6][CH3:7])=[O:4])[C:1]([O:9][CH2:10][CH3:11])=[O:8])=[N:18][CH:19]=1)([O-:25])=[O:24]. The catalyst class is: 7. (3) Reactant: Br[C:2]1[CH:7]=[CH:6][C:5]([C:8]2[N:13]([CH2:14][C@@H:15]3[CH2:19][CH2:18][N:17]([C:20]([CH:22]4[CH2:24][CH2:23]4)=[O:21])[CH2:16]3)[C:12](=[O:25])[C:11]([CH2:26][CH3:27])=[C:10]([CH3:28])[N:9]=2)=[CH:4][CH:3]=1.[NH:29]1[C:37]2[C:32](=[CH:33][CH:34]=[C:35](B(O)O)[CH:36]=2)[CH:31]=[CH:30]1.C(=O)([O-])[O-].[K+].[K+]. Product: [CH:22]1([C:20]([N:17]2[CH2:18][CH2:19][C@@H:15]([CH2:14][N:13]3[C:12](=[O:25])[C:11]([CH2:26][CH3:27])=[C:10]([CH3:28])[N:9]=[C:8]3[C:5]3[CH:6]=[CH:7][C:2]([C:35]4[CH:36]=[C:37]5[C:32]([CH:31]=[CH:30][NH:29]5)=[CH:33][CH:34]=4)=[CH:3][CH:4]=3)[CH2:16]2)=[O:21])[CH2:24][CH2:23]1. The catalyst class is: 368. (4) Reactant: C(O[C:6]([NH:8][C:9]1([C:12]2[NH:13][C:14]([C:22]3[CH:31]=[CH:30][CH:29]=[C:28]4[C:23]=3[N:24]=[C:25]([NH:33][CH2:34][CH:35]([F:37])[F:36])[C:26]([CH3:32])=[N:27]4)=[CH:15][C:16]=2C(OCC)=O)[CH2:11][CH2:10]1)=[O:7])(C)(C)C.Cl.NC1(C2NC(C3C=CC=C4C=3N=C(NCC(F)F)C(C)=N4)=CC=2C(O)=O)CC1.Cl.NC1(C2NC(C3C=CC=C4C=3N=C(NC(C)(C)C)C(C)=N4)=CC=2C(O)=O)CC1.CCN(C(C)C)C(C)C.F[P-](F)(F)(F)(F)F.N1(O[P+](N2CCCC2)(N2CCCC2)N2CCCC2)C2C=CC=CC=2N=N1. Product: [F:36][CH:35]([F:37])[CH2:34][NH:33][C:25]1[C:26]([CH3:32])=[N:27][C:28]2[C:23]([N:24]=1)=[C:22]([C:14]1[NH:13][C:12]3[C:9]4([CH2:10][CH2:11]4)[NH:8][C:6](=[O:7])[C:16]=3[CH:15]=1)[CH:31]=[CH:30][CH:29]=2. The catalyst class is: 85. (5) Reactant: [C:1]([CH:4](C(OC(C)(C)C)=O)[C:5]([C:7]12[CH2:14][CH2:13][C:10]([C:15]([O:17][CH3:18])=[O:16])([CH2:11][CH2:12]1)[CH2:9][CH2:8]2)=[O:6])(=[O:3])[CH3:2].FC(F)(F)C=O.C(=O)(O)[O-].[Na+]. Product: [O:3]=[C:1]([CH3:2])[CH2:4][C:5]([C:7]12[CH2:12][CH2:11][C:10]([C:15]([O:17][CH3:18])=[O:16])([CH2:13][CH2:14]1)[CH2:9][CH2:8]2)=[O:6]. The catalyst class is: 2. (6) Reactant: [CH3:1][C:2]1[N:3]=[C:4]([CH3:19])[C:5]2[N:6]([CH:8]=[C:9]([NH:11]C(=O)OC(C)(C)C)[N:10]=2)[CH:7]=1.[ClH:20]. Product: [ClH:20].[ClH:20].[ClH:20].[CH3:1][C:2]1[N:3]=[C:4]([CH3:19])[C:5]2[N:6]([CH:8]=[C:9]([NH2:11])[N:10]=2)[CH:7]=1. The catalyst class is: 5.